This data is from Forward reaction prediction with 1.9M reactions from USPTO patents (1976-2016). The task is: Predict the product of the given reaction. (1) Given the reactants [CH3:1][C:2]1[C:3]([C:9]#[N:10])=[N:4][C:5]([CH3:8])=[CH:6][CH:7]=1, predict the reaction product. The product is: [CH3:1][C:2]1[C:3]([CH2:9][NH2:10])=[N:4][C:5]([CH3:8])=[CH:6][CH:7]=1. (2) Given the reactants [NH2:1][C:2]1[NH:11][C:10](=O)[C:9]2[C:8]([C:13]([O:15]C)=O)=[CH:7][CH:6]=[CH:5][C:4]=2[N:3]=1.CCO.[NH2:20][NH2:21], predict the reaction product. The product is: [NH2:1][C:2]1[NH:11][C:10]2=[N:20][NH:21][C:13](=[O:15])[C:8]3[C:9]2=[C:4]([CH:5]=[CH:6][CH:7]=3)[N:3]=1. (3) Given the reactants [C:1]([NH:5][C:6]([C:8]1[C:16]2[C:11](=[N:12][CH:13]=[C:14]([C:17]3[C:21]4=[N:22][CH:23]=[CH:24][CH:25]=[C:20]4[N:19]([CH3:26])[N:18]=3)[N:15]=2)[N:10](COCC[Si](C)(C)C)[CH:9]=1)=[O:7])([CH3:4])([CH3:3])[CH3:2].FC(F)(F)C(O)=O.C(N)CN, predict the reaction product. The product is: [C:1]([NH:5][C:6]([C:8]1[C:16]2[C:11](=[N:12][CH:13]=[C:14]([C:17]3[C:21]4=[N:22][CH:23]=[CH:24][CH:25]=[C:20]4[N:19]([CH3:26])[N:18]=3)[N:15]=2)[NH:10][CH:9]=1)=[O:7])([CH3:4])([CH3:3])[CH3:2]. (4) Given the reactants [C:1]([C:3]1[C:8]([I:9])=[C:7]([C:10]([F:13])([F:12])[F:11])[N:6]=[C:5]([S:14][CH3:15])[N:4]=1)#[N:2].O.[N-:17]=[N+:18]=[N-:19].[Na+].Cl, predict the reaction product. The product is: [I:9][C:8]1[C:3]([C:1]2[N:17]=[N:18][NH:19][N:2]=2)=[N:4][C:5]([S:14][CH3:15])=[N:6][C:7]=1[C:10]([F:12])([F:11])[F:13]. (5) Given the reactants [C:1]([N:8]1[CH2:13][CH2:12][NH:11][CH2:10][CH2:9]1)(OC(C)(C)C)=O.[C:14]([C:16]1[CH:17]=[C:18]2[C:22](=[CH:23][CH:24]=1)[CH2:21]C=[CH:19]2)#[N:15].Cl, predict the reaction product. The product is: [N:8]1([CH:1]2[CH2:19][C:18]3[C:22](=[CH:23][CH:24]=[C:16]([C:14]#[N:15])[CH:17]=3)[CH2:21]2)[CH2:9][CH2:10][NH:11][CH2:12][CH2:13]1. (6) Given the reactants [F:1][C:2]1([F:33])[CH2:7][CH2:6][CH:5]([CH2:8][C:9]2[N:13]3[C:14]([CH:27]=O)=[CH:15][C:16]([C:18]([NH:20][CH:21]4[CH2:26][CH2:25][O:24][CH2:23][CH2:22]4)=[O:19])=[CH:17][C:12]3=[N:11][C:10]=2[C:29]([F:32])([F:31])[CH3:30])[CH2:4][CH2:3]1.Cl.O[NH2:36].C(OC(=O)C)(=O)C.C(=O)([O-])O.[Na+], predict the reaction product. The product is: [C:27]([C:14]1[N:13]2[C:9]([CH2:8][CH:5]3[CH2:6][CH2:7][C:2]([F:1])([F:33])[CH2:3][CH2:4]3)=[C:10]([C:29]([F:31])([F:32])[CH3:30])[N:11]=[C:12]2[CH:17]=[C:16]([C:18]([NH:20][CH:21]2[CH2:26][CH2:25][O:24][CH2:23][CH2:22]2)=[O:19])[CH:15]=1)#[N:36]. (7) Given the reactants Br[C:2]1[S:3][C:4]([C:7]2[CH:12]=[CH:11][C:10]([O:13][CH:14]([CH3:16])[CH3:15])=[C:9]([Cl:17])[CH:8]=2)=[N:5][N:6]=1.CC1(C)C(C)(C)OB([C:26]2[CH:31]=[CH:30][N:29]=[C:28]3[N:32]([CH2:35][CH2:36][CH2:37][C:38]([O:40][CH2:41][CH3:42])=[O:39])[CH:33]=[CH:34][C:27]=23)O1.P([O-])([O-])([O-])=O.[K+].[K+].[K+], predict the reaction product. The product is: [Cl:17][C:9]1[CH:8]=[C:7]([C:4]2[S:3][C:2]([C:26]3[CH:31]=[CH:30][N:29]=[C:28]4[N:32]([CH2:35][CH2:36][CH2:37][C:38]([O:40][CH2:41][CH3:42])=[O:39])[CH:33]=[CH:34][C:27]=34)=[N:6][N:5]=2)[CH:12]=[CH:11][C:10]=1[O:13][CH:14]([CH3:16])[CH3:15].